From a dataset of Reaction yield outcomes from USPTO patents with 853,638 reactions. Predict the reaction yield, written as a fraction of the theoretical maximum amount of product (1.0 means a 100% yield; for example, 0.34 means a 34% yield). (1) The reactants are [NH:1]1[CH:5]=[C:4]([C:6]2[C:7]3[CH:14]=[CH:13][N:12]([CH2:15][O:16][CH2:17][CH2:18][Si:19]([CH3:22])([CH3:21])[CH3:20])[C:8]=3[N:9]=[CH:10][N:11]=2)[CH:3]=[N:2]1.[CH:23]1(/[CH:28]=[CH:29]/[C:30]([O:32][CH3:33])=[O:31])[CH2:27][CH2:26][CH2:25][CH2:24]1.C1CCN2C(=NCCC2)CC1. The catalyst is C(#N)C. The product is [CH:23]1([CH:28]([N:1]2[CH:5]=[C:4]([C:6]3[C:7]4[CH:14]=[CH:13][N:12]([CH2:15][O:16][CH2:17][CH2:18][Si:19]([CH3:22])([CH3:21])[CH3:20])[C:8]=4[N:9]=[CH:10][N:11]=3)[CH:3]=[N:2]2)[CH2:29][C:30]([O:32][CH3:33])=[O:31])[CH2:27][CH2:26][CH2:25][CH2:24]1. The yield is 0.630. (2) The yield is 0.880. The product is [C:1]([O:5][C:6]([N:8]([CH2:19][C:20]1[CH:25]=[CH:24][C:23]([O:26][CH2:35][CH2:36][CH2:37][OH:38])=[C:22]([Br:27])[CH:21]=1)[C:9]([NH2:18])=[N:10][C:11]([O:13][C:14]([CH3:17])([CH3:16])[CH3:15])=[O:12])=[O:7])([CH3:2])([CH3:3])[CH3:4]. The reactants are [C:1]([O:5][C:6]([N:8]([CH2:19][C:20]1[CH:25]=[CH:24][C:23]([OH:26])=[C:22]([Br:27])[CH:21]=1)[C:9]([NH2:18])=[N:10][C:11]([O:13][C:14]([CH3:17])([CH3:16])[CH3:15])=[O:12])=[O:7])([CH3:4])([CH3:3])[CH3:2].C([O-])([O-])=O.[K+].[K+].Br[CH2:35][CH2:36][CH2:37][OH:38]. The catalyst is CN(C=O)C.O. (3) The reactants are C(OC([N:8]1[CH2:13][CH2:12][C:11]2[N:14]([CH2:25][CH:26]([OH:42])[CH2:27][N:28]3[CH2:33][CH2:32][N:31]([C:34]4[CH:39]=[CH:38][CH:37]=[CH:36][C:35]=4[C:40]#[N:41])[CH2:30][CH2:29]3)[N:15]=[C:16]([C:17]3[CH:22]=[CH:21][C:20]([Cl:23])=[C:19]([CH3:24])[CH:18]=3)[C:10]=2[CH2:9]1)=O)(C)(C)C.C(Cl)Cl. The catalyst is FC(F)(F)C(O)=O. The product is [Cl:23][C:20]1[CH:21]=[CH:22][C:17]([C:16]2[C:10]3[CH2:9][NH:8][CH2:13][CH2:12][C:11]=3[N:14]([CH2:25][CH:26]([OH:42])[CH2:27][N:28]3[CH2:33][CH2:32][N:31]([C:34]4[CH:39]=[CH:38][CH:37]=[CH:36][C:35]=4[C:40]#[N:41])[CH2:30][CH2:29]3)[N:15]=2)=[CH:18][C:19]=1[CH3:24]. The yield is 0.990. (4) The reactants are [CH3:1][O:2][C:3]1[CH:8]=[CH:7][C:6]([CH2:9][CH2:10][O:11][C:12]2[CH:24]=[CH:23][C:15]([C:16]([NH:18][CH2:19][C:20]([OH:22])=[O:21])=O)=[CH:14][CH:13]=2)=[CH:5][CH:4]=1.[Cl:25][C:26]1[CH:33]=[CH:32][C:29]([CH:30]=O)=[CH:28][CH:27]=1.C([O-])(=O)C.[Na+].C(OC(=O)C)(=O)C. The catalyst is O. The product is [Cl:25][C:26]1[CH:33]=[CH:32][C:29](/[CH:30]=[C:19]2\[N:18]=[C:16]([C:15]3[CH:14]=[CH:13][C:12]([O:11][CH2:10][CH2:9][C:6]4[CH:5]=[CH:4][C:3]([O:2][CH3:1])=[CH:8][CH:7]=4)=[CH:24][CH:23]=3)[O:22][C:20]\2=[O:21])=[CH:28][CH:27]=1. The yield is 0.870. (5) The reactants are [CH:1]1[CH:6]=[C:5]([CH2:7][C:8]2C(O)=CC=CC=2)[C:4]([OH:15])=[CH:3][CH:2]=1.[NH2:16]C1C=CC=CC=1.C=O. The catalyst is C1(C)C=CC=CC=1.O1CCCC1. The product is [O:15]1[C:4]2[CH:3]=[CH:2][CH:1]=[CH:6][C:5]=2[CH:7]=[CH:8][NH:16]1. The yield is 0.710.